Dataset: Catalyst prediction with 721,799 reactions and 888 catalyst types from USPTO. Task: Predict which catalyst facilitates the given reaction. (1) Product: [NH2:40][C:38]([CH2:37][N:12]1[C:13](=[O:23])[CH2:14][CH:15]([C:16]2[CH:21]=[CH:20][CH:19]=[C:18]([Cl:22])[CH:17]=2)[C:10]2([C:5]3[C:6](=[CH:7][C:2]([Br:1])=[CH:3][CH:4]=3)[NH:8][C:9]2=[O:27])[CH:11]1[C:24]([CH3:26])=[CH2:25])=[O:39].[CH3:28][O:29][CH:30]([Si:32]([CH3:35])([CH3:34])[CH3:33])[CH3:31]. The catalyst class is: 3. Reactant: [Br:1][C:2]1[CH:7]=[C:6]2[NH:8][C:9](=[O:27])[C:10]3([CH:15]([C:16]4[CH:21]=[CH:20][CH:19]=[C:18]([Cl:22])[CH:17]=4)[CH2:14][C:13](=[O:23])[NH:12][CH:11]3[C:24]([CH3:26])=[CH2:25])[C:5]2=[CH:4][CH:3]=1.[CH3:28][O:29][CH:30]([Si:32]([CH3:35])([CH3:34])[CH3:33])[CH3:31].Br[CH2:37][C:38]([NH2:40])=[O:39].C([O-])([O-])=O.[Cs+].[Cs+].C(OCC)(=O)C. (2) Reactant: Cl[C:2]1[CH:7]=[C:6]([N:8]2[CH2:12][CH2:11][CH2:10][CH2:9]2)[N:5]=[C:4](/[CH:13]=[CH:14]/[C:15]2[N:24]=[C:23]([N:25]([CH3:27])[CH3:26])[C:22]3[C:17](=[CH:18][CH:19]=[CH:20][CH:21]=3)[N:16]=2)[N:3]=1.[CH:28]1([CH2:31][OH:32])[CH2:30][CH2:29]1.[H-].[Na+]. Product: [CH:28]1([CH2:31][O:32][C:2]2[CH:7]=[C:6]([N:8]3[CH2:12][CH2:11][CH2:10][CH2:9]3)[N:5]=[C:4](/[CH:13]=[CH:14]/[C:15]3[N:24]=[C:23]([N:25]([CH3:27])[CH3:26])[C:22]4[C:17](=[CH:18][CH:19]=[CH:20][CH:21]=4)[N:16]=3)[N:3]=2)[CH2:30][CH2:29]1. The catalyst class is: 9.